The task is: Binary Classification. Given two protein amino acid sequences, predict whether they physically interact or not.. This data is from Human Reference Interactome with 51,813 positive PPI pairs across 8,248 proteins, plus equal number of experimentally-validated negative pairs. (1) Protein 1 (ENSG00000123080) has sequence MAEPWGNELASAAARGDLEQLTSLLQNNVNVNAQNGFGRTALQVMKLGNPEIARRLLLRGANPDLKDRTGFAVIHDAARAGFLDTLQTLLEFQADVNIEDNEGNLPLHLAAKEGHLRVVEFLVKHTASNVGHRNHKGDTACDLARLYGRNEVVSLMQANGAGGATNLQ*. Protein 2 (ENSG00000068305) has sequence MGRKKIQITRIMDERNRQVTFTKRKFGLMKKAYELSVLCDCEIALIIFNSSNKLFQYASTDMDKVLLKYTEYNEPHESRTNSDIVETLRKKGLNGCESPDADDYFEHSPLSEDRFSKLNEDSDFIFKRGPPGLPPQNFSMSVTVPVTSPNALSYTNPGSSLVSPSLAASSTLTDSSMLSPPQTTLHRNVSPGAPQRPPSTGNAGGMLSTTDLTVPNGAGSSPVGNGFVNSRASPNLIGATGANSLGKVMPTKSPPPPGGGNLGMNSRKPDLRVVIPPSSKGMMPPLNTQRISSSQATQPL.... Result: 0 (the proteins do not interact). (2) Protein 1 (ENSG00000138674) has sequence MVKLVLLSIVLLKVTVPKLSNDLLQLDFMPIHRGILAIAWSMADPELLLSCGKDAKILCSNPNTGEVLYELPTNTQWCFDIQWCPRNPAVLSAASFDGRISVYSIMGGSTDGLRQKQVDKLSSSFGNLDPFGTGQPLPPLQIPQQTAQHSIVLPLKKPPKWIRRPVGASFSFGGKLVTFENVRMPSHQGAEQQQQQHHVFISQVVTEKEFLSRSDQLQQAVQSQGFINYCQKKIDASQTEFEKNVWSFLKVNFEDDSRGKYLELLGYRKEDLGKKHIKEEKEESEFLPSSGGTFNISVSG.... Protein 2 (ENSG00000254999) has sequence MAGQEDPVQREIHQDWANREYIEIITSSIKKIADFLNSFDMSCRSRLATLNEKLTALERRIEYIEARVTKGETLT*. Result: 0 (the proteins do not interact).